Task: Predict the reactants needed to synthesize the given product.. Dataset: Full USPTO retrosynthesis dataset with 1.9M reactions from patents (1976-2016) Given the product [NH2:30][C:27]1[CH:28]=[CH:29][C:24]([S:21]([NH:20][C:16]2[CH:17]=[CH:18][CH:19]=[C:14]([C:11]3[N:12]=[C:13]4[C:5]([C:3](=[O:4])[C:2]([CH3:34])([CH3:1])[CH3:35])=[CH:6][NH:7][C:8]4=[N:9][CH:10]=3)[CH:15]=2)(=[O:23])=[O:22])=[CH:25][CH:26]=1, predict the reactants needed to synthesize it. The reactants are: [CH3:1][C:2]([CH3:35])([CH3:34])[C:3]([C:5]1[C:13]2[C:8](=[N:9][CH:10]=[C:11]([C:14]3[CH:15]=[C:16]([NH:20][S:21]([C:24]4[CH:29]=[CH:28][C:27]([NH:30]C(=O)C)=[CH:26][CH:25]=4)(=[O:23])=[O:22])[CH:17]=[CH:18][CH:19]=3)[N:12]=2)[NH:7][CH:6]=1)=[O:4].Cl.